This data is from Peptide-MHC class II binding affinity with 134,281 pairs from IEDB. The task is: Regression. Given a peptide amino acid sequence and an MHC pseudo amino acid sequence, predict their binding affinity value. This is MHC class II binding data. The peptide sequence is SEQGEFKLLSEEKVP. The MHC is DRB4_0103 with pseudo-sequence DRB4_0103. The binding affinity (normalized) is 0.310.